This data is from Peptide-MHC class II binding affinity with 134,281 pairs from IEDB. The task is: Regression. Given a peptide amino acid sequence and an MHC pseudo amino acid sequence, predict their binding affinity value. This is MHC class II binding data. (1) The peptide sequence is NGTLNGLDYDDYVYP. The binding affinity (normalized) is 0.309. The MHC is HLA-DQA10301-DQB10302 with pseudo-sequence HLA-DQA10301-DQB10302. (2) The peptide sequence is PWDVVPMVTQMAMTDTT. The MHC is DRB1_1302 with pseudo-sequence DRB1_1302. The binding affinity (normalized) is 0.377. (3) The peptide sequence is AAATAGTTVYGVFAA. The MHC is HLA-DPA10103-DPB10601 with pseudo-sequence HLA-DPA10103-DPB10601. The binding affinity (normalized) is 0.105. (4) The peptide sequence is EKKPFAATQFEPLAA. The MHC is HLA-DQA10401-DQB10402 with pseudo-sequence HLA-DQA10401-DQB10402. The binding affinity (normalized) is 0.502.